This data is from Reaction yield outcomes from USPTO patents with 853,638 reactions. The task is: Predict the reaction yield, written as a fraction of the theoretical maximum amount of product (1.0 means a 100% yield; for example, 0.34 means a 34% yield). (1) The yield is 0.810. The product is [Cl:17][C:18]1[CH:19]=[CH:20][C:21]([S:24]([CH:27]([C:32]2[CH:37]=[C:36]([F:38])[CH:35]=[CH:34][C:33]=2[F:39])[CH2:28][CH2:29][CH2:30][NH:31][S:9]([CH3:8])(=[O:11])=[O:10])(=[O:26])=[O:25])=[CH:22][CH:23]=1. The reactants are CN1CCOCC1.[CH3:8][S:9](Cl)(=[O:11])=[O:10].ClCCl.Cl.[Cl:17][C:18]1[CH:23]=[CH:22][C:21]([S:24]([CH:27]([C:32]2[CH:37]=[C:36]([F:38])[CH:35]=[CH:34][C:33]=2[F:39])[CH2:28][CH2:29][CH2:30][NH2:31])(=[O:26])=[O:25])=[CH:20][CH:19]=1. The catalyst is C(OCC)(=O)C.CCCCCC.CCCCCC. (2) The catalyst is C(Cl)(Cl)Cl.C(=O)([O-])[O-].[Ag+2]. The reactants are [CH3:1][S:2][C:3]1[N:4]=[CH:5][C:6]2[CH:12]=[CH:11][NH:10][C:9](=[O:13])[C:7]=2[N:8]=1.Br[CH2:15][CH:16]1[CH2:18][CH2:17]1.CCN(CC)CC. The yield is 0.170. The product is [CH:16]1([CH2:15][O:13][C:9]2[C:7]3[N:8]=[C:3]([S:2][CH3:1])[N:4]=[CH:5][C:6]=3[CH:12]=[CH:11][N:10]=2)[CH2:18][CH2:17]1. (3) The reactants are Br[C:2]1[CH:3]=[C:4]([S:9]([NH2:12])(=[O:11])=[O:10])[CH:5]=[C:6]([F:8])[CH:7]=1.[B:13]1([B:13]2[O:17][C:16]([CH3:19])([CH3:18])[C:15]([CH3:21])([CH3:20])[O:14]2)[O:17][C:16]([CH3:19])([CH3:18])[C:15]([CH3:21])([CH3:20])[O:14]1.CC([O-])=O.[K+]. The catalyst is O1CCOCC1.C1C=CC(P(C2C=CC=CC=2)[C-]2C=CC=C2)=CC=1.C1C=CC(P(C2C=CC=CC=2)[C-]2C=CC=C2)=CC=1.Cl[Pd]Cl.[Fe+2]. The product is [F:8][C:6]1[CH:5]=[C:4]([S:9]([NH2:12])(=[O:11])=[O:10])[CH:3]=[C:2]([B:13]2[O:17][C:16]([CH3:19])([CH3:18])[C:15]([CH3:21])([CH3:20])[O:14]2)[CH:7]=1. The yield is 0.270.